From a dataset of Catalyst prediction with 721,799 reactions and 888 catalyst types from USPTO. Predict which catalyst facilitates the given reaction. (1) Product: [CH2:14]([N:3]1[CH:4]=[C:5]([CH:8]=[O:11])[N:1]=[CH:2]1)[C:15]1[CH:20]=[CH:19][CH:18]=[CH:17][CH:16]=1. Reactant: [NH:1]1[CH:5]=[CH:4][N:3]=[C:2]1C=O.[C:8](=[O:11])([O-])[O-].[Na+].[Na+].[CH2:14](Br)[C:15]1[CH:20]=[CH:19][CH:18]=[CH:17][CH:16]=1. The catalyst class is: 3. (2) Reactant: [Cl:1][C:2]1[CH:3]=[N+:4]([O-:27])[CH:5]=[C:6]([Cl:26])[C:7]=1[CH2:8][C@@H:9]([C:11]1[CH:16]=[CH:15][C:14]([O:17][CH:18]([F:20])[F:19])=[C:13]([O:21][CH2:22][CH:23]2[CH2:25][CH2:24]2)[CH:12]=1)[OH:10].[NH2:28][C:29](=[O:51])[CH2:30][N:31]([C:36]1[CH:37]=[C:38]([CH:46]=[CH:47][C:48]=1[O:49][CH3:50])[C:39]([O:41][CH2:42][C:43](O)=[O:44])=[O:40])[S:32]([CH3:35])(=[O:34])=[O:33].C(Cl)CCl. Product: [NH2:28][C:29](=[O:51])[CH2:30][N:31]([C:36]1[CH:37]=[C:38]([CH:46]=[CH:47][C:48]=1[O:49][CH3:50])[C:39]([O:41][CH2:42][C:43]([O:10][C@H:9]([C:11]1[CH:16]=[CH:15][C:14]([O:17][CH:18]([F:20])[F:19])=[C:13]([O:21][CH2:22][CH:23]2[CH2:25][CH2:24]2)[CH:12]=1)[CH2:8][C:7]1[C:6]([Cl:26])=[CH:5][N+:4]([O-:27])=[CH:3][C:2]=1[Cl:1])=[O:44])=[O:40])[S:32]([CH3:35])(=[O:34])=[O:33]. The catalyst class is: 792. (3) Reactant: P(Br)(Br)[Br:2].O[CH2:6][C:7]1[S:8][C:9]2[C:15]([C:16]3[CH:17]=[C:18]([CH:24]=[CH:25][CH:26]=3)[C:19]([O:21][CH2:22][CH3:23])=[O:20])=[CH:14][CH:13]=[CH:12][C:10]=2[CH:11]=1. Product: [Br:2][CH2:6][C:7]1[S:8][C:9]2[C:15]([C:16]3[CH:17]=[C:18]([CH:24]=[CH:25][CH:26]=3)[C:19]([O:21][CH2:22][CH3:23])=[O:20])=[CH:14][CH:13]=[CH:12][C:10]=2[CH:11]=1. The catalyst class is: 27. (4) Reactant: [CH3:1][C:2]1[C:3]([N+:21]([O-])=O)=[C:4]2[C:9](=[CH:10][CH:11]=1)[C:8]([NH:12][C:13]1[CH:20]=[CH:19][C:16]([C:17]#[N:18])=[CH:15][CH:14]=1)=[N:7][CH:6]=[CH:5]2.O.O.[Sn](Cl)Cl.C([O-])([O-])=O.[Na+].[Na+]. Product: [NH2:21][C:3]1[C:2]([CH3:1])=[CH:11][CH:10]=[C:9]2[C:4]=1[CH:5]=[CH:6][N:7]=[C:8]2[NH:12][C:13]1[CH:20]=[CH:19][C:16]([C:17]#[N:18])=[CH:15][CH:14]=1. The catalyst class is: 14. (5) Reactant: [CH2:1]([N:3]([CH2:28][CH3:29])[C:4](=[O:27])[C:5]1[CH:10]=[CH:9][C:8]([CH:11]([C:18]2[CH:23]=[CH:22][CH:21]=[C:20]([N+:24]([O-:26])=[O:25])[CH:19]=2)[N:12]2[CH2:17][CH2:16][NH:15][CH2:14][CH2:13]2)=[CH:7][CH:6]=1)[CH3:2].C1(C)C=CC(C([C@](C(O)=O)(O)[C@](C(C2C=CC(C)=CC=2)=O)(O)C(O)=O)=O)=CC=1. Product: [CH2:28]([N:3]([CH2:1][CH3:2])[C:4](=[O:27])[C:5]1[CH:10]=[CH:9][C:8]([C@H:11]([C:18]2[CH:23]=[CH:22][CH:21]=[C:20]([N+:24]([O-:26])=[O:25])[CH:19]=2)[N:12]2[CH2:17][CH2:16][NH:15][CH2:14][CH2:13]2)=[CH:7][CH:6]=1)[CH3:29]. The catalyst class is: 14. (6) Reactant: [F:1][C:2]1[C:30]([N:31]2[CH2:36][CH2:35][NH:34][CH2:33][CH2:32]2)=[CH:29][C:5]2[N:6]([CH2:17][C:18]3[CH:23]=[CH:22][C:21]([O:24][C:25]([F:28])([F:27])[F:26])=[CH:20][CH:19]=3)[C:7]([CH2:9][O:10][C:11]3[CH:16]=[CH:15][CH:14]=[CH:13][CH:12]=3)=[N:8][C:4]=2[CH:3]=1.[CH3:37][C:38]1[CH:46]=[CH:45][CH:44]=[CH:43][C:39]=1[C:40](Cl)=[O:41]. Product: [F:1][C:2]1[C:30]([N:31]2[CH2:36][CH2:35][N:34]([C:40]([C:39]3[CH:43]=[CH:44][CH:45]=[CH:46][C:38]=3[CH3:37])=[O:41])[CH2:33][CH2:32]2)=[CH:29][C:5]2[N:6]([CH2:17][C:18]3[CH:19]=[CH:20][C:21]([O:24][C:25]([F:26])([F:27])[F:28])=[CH:22][CH:23]=3)[C:7]([CH2:9][O:10][C:11]3[CH:12]=[CH:13][CH:14]=[CH:15][CH:16]=3)=[N:8][C:4]=2[CH:3]=1. The catalyst class is: 4. (7) Reactant: Cl[CH:2]([C:19]1[CH:24]=[CH:23][C:22]([Cl:25])=[CH:21][CH:20]=1)[C:3]1[C:8]([Cl:9])=[CH:7][C:6]([N:10]2[C:15](=[O:16])[NH:14][C:13](=[O:17])[CH:12]=[N:11]2)=[CH:5][C:4]=1[Cl:18].[N:26]1[CH:31]=[CH:30][CH:29]=[N:28][C:27]=1[NH2:32]. Product: [Cl:18][C:4]1[CH:5]=[C:6]([N:10]2[C:15](=[O:16])[NH:14][C:13](=[O:17])[CH:12]=[N:11]2)[CH:7]=[C:8]([Cl:9])[C:3]=1[CH:2]([C:19]1[CH:24]=[CH:23][C:22]([Cl:25])=[CH:21][CH:20]=1)[NH:32][C:27]1[N:28]=[CH:29][CH:30]=[CH:31][N:26]=1. The catalyst class is: 2. (8) Reactant: Cl[C:2]1[N:11]=[C:10]([N:12]([C:14]2[CH:19]=[CH:18][C:17]([O:20][CH3:21])=[CH:16][CH:15]=2)[CH3:13])[C:9]2[C:4](=[CH:5][CH:6]=[CH:7][CH:8]=2)[N:3]=1.[NH4+].[F-]. Product: [CH:17]([O:20][C:2]1[N:11]=[C:10]([N:12]([C:14]2[CH:19]=[CH:18][C:17]([O:20][CH3:21])=[CH:16][CH:15]=2)[CH3:13])[C:9]2[C:4](=[CH:5][CH:6]=[CH:7][CH:8]=2)[N:3]=1)([CH3:18])[CH3:16]. The catalyst class is: 32.